From a dataset of Full USPTO retrosynthesis dataset with 1.9M reactions from patents (1976-2016). Predict the reactants needed to synthesize the given product. (1) Given the product [CH2:25]([O:24][C:22]([C:6]1[NH:7][C:8]2[CH:13]=[CH:12][N:11]=[CH:10][C:9]=2[CH:14]=1)=[O:23])[CH3:26], predict the reactants needed to synthesize it. The reactants are: C(O[C:6](=O)[NH:7][C:8]1[CH:13]=[CH:12][N:11]=[CH:10][C:9]=1[CH3:14])(C)(C)C.C([Li])(C)(C)C.[C:22]([O:24][CH2:25][CH3:26])(=[O:23])[C:22]([O:24][CH2:25][CH3:26])=[O:23].Cl. (2) Given the product [C:12]([O:11][C:9]([N:24]1[C:25]2[C:21](=[CH:20][C:19]([N+:16]([O-:18])=[O:17])=[CH:27][CH:26]=2)[C:22]([C:28]2[CH:33]=[CH:32][CH:31]=[CH:30][CH:29]=2)=[N:23]1)=[O:10])([CH3:13])([CH3:14])[CH3:15], predict the reactants needed to synthesize it. The reactants are: [C:9](O[C:9]([O:11][C:12]([CH3:15])([CH3:14])[CH3:13])=[O:10])([O:11][C:12]([CH3:15])([CH3:14])[CH3:13])=[O:10].[N+:16]([C:19]1[CH:20]=[C:21]2[C:25](=[CH:26][CH:27]=1)[NH:24][N:23]=[C:22]2[C:28]1[CH:33]=[CH:32][CH:31]=[CH:30][CH:29]=1)([O-:18])=[O:17].C(N(CC)CC)C.O. (3) Given the product [CH3:21][O:20][C:16]([C:17]1[S:18][C:5]([CH:4]([O:13][CH2:14][CH3:15])[O:3][CH2:1][CH3:2])=[CH:6][C:7]=1[C:8]([F:11])([F:10])[F:9])=[O:19], predict the reactants needed to synthesize it. The reactants are: [CH2:1]([O:3][CH:4]([O:13][CH2:14][CH3:15])[C:5]#[C:6][C:7](=O)[C:8]([F:11])([F:10])[F:9])[CH3:2].[C:16]([O:20][CH3:21])(=[O:19])[CH2:17][SH:18].CO.C([O-])([O-])=O.[Cs+].[Cs+].[O-]S([O-])(=O)=O.[Mg+2].